From a dataset of Full USPTO retrosynthesis dataset with 1.9M reactions from patents (1976-2016). Predict the reactants needed to synthesize the given product. (1) Given the product [F:18][C:17]1[C:12]([NH:11][C@@H:7]2[CH2:8][CH2:9][CH2:10][N:5]([C:1](=[O:4])[CH:2]=[CH2:3])[CH2:6]2)=[N:13][C:14]([NH:19][C:20]2[CH:21]=[C:22]3[C:26](=[CH:27][CH:28]=2)[CH2:25][N:24]([CH:29]2[CH2:34][CH2:33][NH:32][CH2:31][CH2:30]2)[CH2:23]3)=[N:15][CH:16]=1, predict the reactants needed to synthesize it. The reactants are: [C:1]([N:5]1[CH2:10][CH2:9][CH2:8][C@@H:7]([NH:11][C:12]2[C:17]([F:18])=[CH:16][N:15]=[C:14]([NH:19][C:20]3[CH:21]=[C:22]4[C:26](=[CH:27][CH:28]=3)[CH2:25][N:24]([CH:29]3[CH2:34][CH2:33][N:32](C(OC(C)(C)C)=O)[CH2:31][CH2:30]3)[CH2:23]4)[N:13]=2)[CH2:6]1)(=[O:4])[CH:2]=[CH2:3].C(O)(C(F)(F)F)=O. (2) Given the product [OH:4][C:5]1[CH:6]=[CH:7][C:8]([CH2:9][O:10]/[N:11]=[C:15](/[C:22]2[CH:23]=[CH:24][CH:25]=[CH:26][CH:27]=2)\[CH2:16][CH2:17][C:18]([O:20][CH3:21])=[O:19])=[CH:12][CH:13]=1, predict the reactants needed to synthesize it. The reactants are: COC[O:4][C:5]1[CH:13]=[CH:12][C:8]([CH2:9][O:10][NH2:11])=[CH:7][CH:6]=1.O=[C:15]([C:22]1[CH:27]=[CH:26][CH:25]=[CH:24][CH:23]=1)[CH2:16][CH2:17][C:18]([O:20][CH3:21])=[O:19].C([O-])(=O)C.[Na+].Cl.